Task: Regression/Classification. Given a drug SMILES string, predict its absorption, distribution, metabolism, or excretion properties. Task type varies by dataset: regression for continuous measurements (e.g., permeability, clearance, half-life) or binary classification for categorical outcomes (e.g., BBB penetration, CYP inhibition). Dataset: cyp2d6_substrate_carbonmangels.. Dataset: CYP2D6 substrate classification data from Carbon-Mangels et al. The molecule is NC(N)=N/C(N)=N/CCc1ccccc1. The result is 1 (substrate).